The task is: Predict the reaction yield, written as a fraction of the theoretical maximum amount of product (1.0 means a 100% yield; for example, 0.34 means a 34% yield).. This data is from Reaction yield outcomes from USPTO patents with 853,638 reactions. The reactants are [CH3:1][O:2][CH2:3][CH2:4]O.C1(P(C2C=CC=CC=2)C2C=CC=CC=2)C=CC=CC=1.C(OC(N=NC(OCC)=O)=O)C.[O:37]=[C:38]1[C:43]2[CH:44]=[C:45]([C:47]3[CH:52]=[CH:51][N:50]=[CH:49][CH:48]=3)[NH:46][C:42]=2[CH2:41][CH2:40][N:39]1[C:53]([O:55][C:56]([CH3:59])([CH3:58])[CH3:57])=[O:54]. The catalyst is C1COCC1.CN(C=O)C. The product is [CH3:1][O:2][CH2:3][CH2:4][N:46]1[C:42]2[CH2:41][CH2:40][N:39]([C:53]([O:55][C:56]([CH3:59])([CH3:58])[CH3:57])=[O:54])[C:38](=[O:37])[C:43]=2[CH:44]=[C:45]1[C:47]1[CH:48]=[CH:49][N:50]=[CH:51][CH:52]=1. The yield is 0.540.